Dataset: Reaction yield outcomes from USPTO patents with 853,638 reactions. Task: Predict the reaction yield, written as a fraction of the theoretical maximum amount of product (1.0 means a 100% yield; for example, 0.34 means a 34% yield). (1) The product is [F:19][C:20]([F:29])([F:30])[C:21]1[CH:28]=[CH:27][CH:26]=[CH:25][C:22]=1[CH:23]([OH:24])[C:32]([F:34])([F:33])[F:31]. The catalyst is C1COCC1. The yield is 0.900. The reactants are [F-].C([N+](CCCC)(CCCC)CCCC)CCC.[F:19][C:20]([F:30])([F:29])[C:21]1[CH:28]=[CH:27][CH:26]=[CH:25][C:22]=1[CH:23]=[O:24].[F:31][C:32]([Si](C)(C)C)([F:34])[F:33].Cl. (2) The reactants are F[C:2]1[CH:9]=[CH:8][C:7]([C:10]2[N:11]=[N:12][C:13]([NH:17][CH2:18][C:19]([C:22]3[CH:27]=[CH:26][C:25]([F:28])=[CH:24][CH:23]=3)([CH3:21])[CH3:20])=[CH:14][C:15]=2[CH3:16])=[CH:6][C:3]=1[C:4]#[N:5].OO.C([O-])([O-])=[O:32].[K+].[K+]. The catalyst is CS(C)=O.CCOC(C)=O. The product is [F:28][C:25]1[CH:26]=[CH:27][C:22]([C:19]([CH3:20])([CH3:21])[CH2:18][NH:17][C:13]2[N:12]=[N:11][C:10]([C:7]3[CH:6]=[C:3]([CH:2]=[CH:9][CH:8]=3)[C:4]([NH2:5])=[O:32])=[C:15]([CH3:16])[CH:14]=2)=[CH:23][CH:24]=1. The yield is 0.510. (3) The reactants are [F:1][C:2]1[C:8]([O:9][C:10]2[CH:15]=[CH:14][CH:13]=[CH:12][CH:11]=2)=[CH:7][CH:6]=[C:5]([N+:16]([O-])=O)[C:3]=1[NH2:4].[Sn](Cl)Cl. The catalyst is CO. The product is [F:1][C:2]1[C:8]([O:9][C:10]2[CH:15]=[CH:14][CH:13]=[CH:12][CH:11]=2)=[CH:7][CH:6]=[C:5]([NH2:16])[C:3]=1[NH2:4]. The yield is 0.850. (4) The reactants are [NH2:1][N:2]1[C:11](=[O:12])[C:10]2[C:5](=[C:6]([O:23][CH3:24])[C:7]([N:14]3[CH2:18][CH:17]4[CH:19]([NH2:22])[CH2:20][CH2:21][CH:16]4[CH2:15]3)=[C:8]([F:13])[CH:9]=2)[N:4]([CH:25]2[CH2:27][CH2:26]2)[C:3]1=[O:28].C(N(CC)CC)C.[C:36](#[N:39])[CH:37]=[CH2:38]. The catalyst is CO. The yield is 0.620. The product is [NH2:1][N:2]1[C:11](=[O:12])[C:10]2[C:5](=[C:6]([O:23][CH3:24])[C:7]([N:14]3[CH2:18][CH:17]4[CH:19]([NH:22][CH2:38][CH2:37][C:36]#[N:39])[CH2:20][CH2:21][CH:16]4[CH2:15]3)=[C:8]([F:13])[CH:9]=2)[N:4]([CH:25]2[CH2:27][CH2:26]2)[C:3]1=[O:28]. (5) The reactants are [F:1][C@H:2]1[CH2:6][CH2:5][N:4]([CH2:7][C@H:8]([C:10]2[CH:15]=[CH:14][CH:13]=[CH:12][CH:11]=2)O)[CH2:3]1.F[C@H]1CCN([C@H](C2C=CC=CC=2)CO)C1.[CH3:31][NH:32][C:33]1[CH:42]=[CH:41][C:36]([C:37]([O:39][CH3:40])=[O:38])=[CH:35][CH:34]=1. No catalyst specified. The product is [F:1][C@H:2]1[CH2:6][CH2:5][N:4]([CH2:7][C@@H:8]([N:32]([C:33]2[CH:42]=[CH:41][C:36]([C:37]([O:39][CH3:40])=[O:38])=[CH:35][CH:34]=2)[CH3:31])[C:10]2[CH:15]=[CH:14][CH:13]=[CH:12][CH:11]=2)[CH2:3]1. The yield is 0.540.